From a dataset of Full USPTO retrosynthesis dataset with 1.9M reactions from patents (1976-2016). Predict the reactants needed to synthesize the given product. (1) Given the product [CH2:1]([C:3]1([CH2:19][N:20]2[C:21]3[CH:22]=[C:23]([C:24]#[N:25])[CH:26]=[CH:27][C:28]=3[N:29]=[CH:32]2)[CH2:18][CH2:17][CH2:16][C:5]2([O:9][C:8](=[O:10])[N:7]([CH2:11][C:12]([CH3:15])([CH3:14])[CH3:13])[CH2:6]2)[CH2:4]1)[CH3:2], predict the reactants needed to synthesize it. The reactants are: [CH2:1]([C:3]1([CH2:19][NH:20][C:21]2[CH:22]=[C:23]([CH:26]=[CH:27][C:28]=2[N+:29]([O-])=O)[C:24]#[N:25])[CH2:18][CH2:17][CH2:16][C:5]2([O:9][C:8](=[O:10])[N:7]([CH2:11][C:12]([CH3:15])([CH3:14])[CH3:13])[CH2:6]2)[CH2:4]1)[CH3:2].[CH:32](OC)(OC)OC.C(O)=O.C(O)(C(F)(F)F)=O. (2) Given the product [F:1][C:2]1[CH:17]=[CH:16][CH:15]=[CH:14][C:3]=1[O:4][C:5]1[CH:6]=[CH:7][C:8]([NH2:11])=[CH:9][CH:10]=1, predict the reactants needed to synthesize it. The reactants are: [F:1][C:2]1[CH:17]=[CH:16][CH:15]=[CH:14][C:3]=1[O:4][C:5]1[CH:10]=[CH:9][C:8]([N+:11]([O-])=O)=[CH:7][CH:6]=1.O.O.[Sn](Cl)Cl. (3) Given the product [Cl:26][C:25]1[CH:24]=[C:23]2[C:18]([CH:19]=[CH:20][NH:21][C:22]2=[O:27])=[CH:17][C:16]=1[S:14]([CH:11]1[CH2:12][CH2:13][NH:8][CH2:9][CH2:10]1)=[O:15], predict the reactants needed to synthesize it. The reactants are: C(OC([N:8]1[CH2:13][CH2:12][CH:11]([S:14]([C:16]2[CH:17]=[C:18]3[C:23](=[CH:24][C:25]=2[Cl:26])[C:22](=[O:27])[N:21](CC2C=CC(OC)=CC=2)[CH:20]=[CH:19]3)=[O:15])[CH2:10][CH2:9]1)=O)(C)(C)C. (4) The reactants are: C([O-])(=O)C.[NH4+:5].[CH2:6]([O:13][C:14](=[O:39])[NH:15][CH2:16][CH:17]1[CH2:22][CH2:21][CH:20]([C:23](=O)[NH:24][CH2:25][C:26](=O)[C:27]2[CH:32]=[CH:31][CH:30]=[C:29]([C:33]([F:36])([F:35])[F:34])[CH:28]=2)[CH2:19][CH2:18]1)[C:7]1[CH:12]=[CH:11][CH:10]=[CH:9][CH:8]=1. Given the product [CH2:6]([O:13][C:14](=[O:39])[NH:15][CH2:16][CH:17]1[CH2:22][CH2:21][CH:20]([C:23]2[NH:24][CH:25]=[C:26]([C:27]3[CH:32]=[CH:31][CH:30]=[C:29]([C:33]([F:36])([F:35])[F:34])[CH:28]=3)[N:5]=2)[CH2:19][CH2:18]1)[C:7]1[CH:12]=[CH:11][CH:10]=[CH:9][CH:8]=1, predict the reactants needed to synthesize it. (5) The reactants are: [CH3:1][N:2]1[C:10]2[C@@:9]3([CH3:14])[C:11]([CH3:13])([CH3:12])[C@H:6]([CH2:7][CH2:8]3)[C:5]=2[C:4](=[O:15])[NH:3]1.[F:16][C:17]([F:27])([F:26])[C:18]1[CH:25]=[CH:24][CH:23]=[CH:22][C:19]=1[CH2:20]Br. Given the product [CH3:1][N:2]1[C:10]2[C@@:9]3([CH3:14])[C:11]([CH3:12])([CH3:13])[C@H:6]([CH2:7][CH2:8]3)[C:5]=2[C:4](=[O:15])[N:3]1[CH2:20][C:19]1[CH:22]=[CH:23][CH:24]=[CH:25][C:18]=1[C:17]([F:16])([F:26])[F:27], predict the reactants needed to synthesize it. (6) Given the product [C:1]([C:3]1[CH:4]=[C:5]([C:13]2[S:14][C:15]([C:18]3[CH:26]=[CH:25][CH:24]=[C:23]4[C:19]=3[CH2:20][CH2:21][C@@H:22]4[NH:27][S:28]([CH2:31][CH2:32][OH:33])(=[O:29])=[O:30])=[CH:16][N:17]=2)[CH:6]=[CH:7][C:8]=1[O:9][CH:10]([CH3:12])[CH3:11])#[N:2], predict the reactants needed to synthesize it. The reactants are: [C:1]([C:3]1[CH:4]=[C:5]([C:13]2[S:14][C:15]([C:18]3[CH:26]=[CH:25][CH:24]=[C:23]4[C:19]=3[CH2:20][CH2:21][C@@H:22]4[NH:27][S:28]([CH2:31][C:32](OC)=[O:33])(=[O:30])=[O:29])=[CH:16][N:17]=2)[CH:6]=[CH:7][C:8]=1[O:9][CH:10]([CH3:12])[CH3:11])#[N:2].[BH4-].[Na+].CO. (7) Given the product [Cl:1][C:2]1[CH:10]=[CH:9][CH:8]=[C:7]2[C:3]=1[C:4]([C:11](=[O:16])[C:12]([F:14])([F:15])[F:13])=[CH:5][N:6]2[CH2:23][C:24]([F:27])([F:26])[F:25], predict the reactants needed to synthesize it. The reactants are: [Cl:1][C:2]1[CH:10]=[CH:9][CH:8]=[C:7]2[C:3]=1[C:4]([C:11](=[O:16])[C:12]([F:15])([F:14])[F:13])=[CH:5][NH:6]2.FC(F)(F)S(O[CH2:23][C:24]([F:27])([F:26])[F:25])(=O)=O.C([O-])([O-])=O.[K+].[K+]. (8) Given the product [Br:20][CH2:12][C:9]1[CH:10]=[C:11]2[C:6](=[CH:7][CH:8]=1)[N:5]=[CH:4][N:3]=[C:2]2[Cl:1], predict the reactants needed to synthesize it. The reactants are: [Cl:1][C:2]1[C:11]2[C:6](=[CH:7][CH:8]=[C:9]([CH3:12])[CH:10]=2)[N:5]=[CH:4][N:3]=1.C1C(=O)N([Br:20])C(=O)C1.C(OOC(=O)C1C=CC=CC=1)(=O)C1C=CC=CC=1. (9) Given the product [Cl:18][C:19]1[CH:24]=[CH:23][C:22]([C@@H:25]([NH:27][C:2]2[CH:3]=[CH:4][C:5]([CH2:8][C:9]3[C:17]4[C:12](=[N:13][CH:14]=[CH:15][CH:16]=4)[NH:11][CH:10]=3)=[CH:6][N:7]=2)[CH3:26])=[CH:21][CH:20]=1, predict the reactants needed to synthesize it. The reactants are: Br[C:2]1[N:7]=[CH:6][C:5]([CH2:8][C:9]2[C:17]3[C:12](=[N:13][CH:14]=[CH:15][CH:16]=3)[NH:11][CH:10]=2)=[CH:4][CH:3]=1.[Cl:18][C:19]1[CH:24]=[CH:23][C:22]([C@@H:25]([NH2:27])[CH3:26])=[CH:21][CH:20]=1. (10) Given the product [N:1]1([C:6]2[CH:39]=[CH:38][C:9]([CH2:10][C:11]3[C:12]([Cl:37])=[N:13][C:14]4[C:19]([C:20]=3[Cl:21])=[CH:18][C:17]([C:22]([C:30]3[CH:35]=[CH:34][C:33]([O:41][CH3:40])=[CH:32][CH:31]=3)([C:24]3[CH:25]=[N:26][CH:27]=[CH:28][CH:29]=3)[OH:23])=[CH:16][CH:15]=4)=[CH:8][CH:7]=2)[CH:5]=[CH:4][CH:3]=[N:2]1, predict the reactants needed to synthesize it. The reactants are: [N:1]1([C:6]2[CH:39]=[CH:38][C:9]([CH2:10][C:11]3[C:12]([Cl:37])=[N:13][C:14]4[C:19]([C:20]=3[Cl:21])=[CH:18][C:17]([C:22]([C:30]3[CH:35]=[CH:34][C:33](Cl)=[CH:32][CH:31]=3)([C:24]3[CH:25]=[N:26][CH:27]=[CH:28][CH:29]=3)[OH:23])=[CH:16][CH:15]=4)=[CH:8][CH:7]=2)[CH:5]=[CH:4][CH:3]=[N:2]1.[CH3:40][O:41]C1C=CC(C(C2C=NC=CC=2)=O)=CC=1.